From a dataset of Catalyst prediction with 721,799 reactions and 888 catalyst types from USPTO. Predict which catalyst facilitates the given reaction. (1) Reactant: [O:1]1[CH2:5][CH2:4][NH:3][C:2]1=[O:6].[CH2:7]1[CH2:11]O[CH2:9][CH2:8]1. Product: [O:1]1[C:5]2[CH:11]=[CH:7][CH:8]=[CH:9][C:4]=2[NH:3][C:2]1=[O:6]. The catalyst class is: 45. (2) The catalyst class is: 475. Product: [OH:3][NH:2][C:20]([C:14]1[CH:13]=[C:12]2[C:17]([C:18](=[O:19])[N:9]([CH3:8])[C:10](=[O:24])[NH:11]2)=[CH:16][CH:15]=1)=[O:21]. Reactant: Cl.[NH2:2][OH:3].[OH-].[K+].NO.[CH3:8][N:9]1[C:18](=[O:19])[C:17]2[C:12](=[CH:13][C:14]([C:20](OC)=[O:21])=[CH:15][CH:16]=2)[NH:11][C:10]1=[O:24].C(O)(=O)C. (3) Reactant: C(OC([N:8]1[CH2:13][CH2:12][N:11]([C:14]2[C:19]([Cl:20])=[C:18]([Cl:21])[N:17]=[C:16]([NH:22][CH3:23])[N:15]=2)[CH2:10][CH2:9]1)=O)(C)(C)C.[ClH:24]. Product: [ClH:20].[ClH:24].[Cl:21][C:18]1[C:19]([Cl:20])=[C:14]([N:11]2[CH2:12][CH2:13][NH:8][CH2:9][CH2:10]2)[N:15]=[C:16]([NH:22][CH3:23])[N:17]=1. The catalyst class is: 413. (4) Reactant: [F:1][C:2]([F:34])([F:33])[C:3]([C:9]1[CH:10]=[C:11]2[C:15](=[CH:16][CH:17]=1)[N:14]([CH2:18][C:19]1[N:20]=[C:21]([C:25]3[CH:26]=[C:27]([CH3:31])[CH:28]=[CH:29][CH:30]=3)[O:22][C:23]=1[CH3:24])[CH:13]([CH3:32])[CH2:12]2)([OH:8])[C:4]([F:7])([F:6])[F:5]. Product: [F:6][C:4]([F:5])([F:7])[C:3]([C:9]1[CH:10]=[C:11]2[C:15](=[CH:16][CH:17]=1)[N:14]([CH2:18][C:19]1[N:20]=[C:21]([C:25]3[CH:26]=[C:27]([CH3:31])[CH:28]=[CH:29][CH:30]=3)[O:22][C:23]=1[CH3:24])[C:13]([CH3:32])=[CH:12]2)([OH:8])[C:2]([F:34])([F:33])[F:1]. The catalyst class is: 784. (5) Reactant: Cl[C:2]1[S:6][N:5]=[C:4]([C:7]2[CH:12]=[CH:11][C:10]([Cl:13])=[CH:9][CH:8]=2)[N:3]=1.FC(F)(F)C(O)=O.[O:21]1[C:25]2[CH:26]=[CH:27][CH:28]=[CH:29][C:24]=2[C:23]([NH:30][C:31]([N:33]2[CH2:38][CH2:37][NH:36][CH2:35][CH2:34]2)=[O:32])=[N:22]1.C(N(CC)CC)C.O. Product: [O:21]1[C:25]2[CH:26]=[CH:27][CH:28]=[CH:29][C:24]=2[C:23]([NH:30][C:31]([N:33]2[CH2:38][CH2:37][N:36]([C:2]3[S:6][N:5]=[C:4]([C:7]4[CH:12]=[CH:11][C:10]([Cl:13])=[CH:9][CH:8]=4)[N:3]=3)[CH2:35][CH2:34]2)=[O:32])=[N:22]1. The catalyst class is: 9. (6) Reactant: [CH2:1]([C:4]1[C:13]2[O:12][CH2:11][C:10]([NH:14][NH:15][C:16]([O:18]CC)=O)=[N:9][C:8]=2[CH:7]=[CH:6][CH:5]=1)[CH:2]=[CH2:3]. Product: [CH2:1]([C:4]1[C:13]2[O:12][CH2:11][C:10]3=[N:14][NH:15][C:16](=[O:18])[N:9]3[C:8]=2[CH:7]=[CH:6][CH:5]=1)[CH:2]=[CH2:3]. The catalyst class is: 3. (7) Reactant: [C:1]([O:5][C:6](=[O:29])[N:7]([CH2:13][C:14]1[CH:19]=[CH:18][C:17]([C:20]2[CH:25]=[CH:24][CH:23]=[C:22]([C:26]#[N:27])[CH:21]=2)=[C:16]([F:28])[CH:15]=1)[CH2:8][CH2:9][CH:10]([CH3:12])[CH3:11])([CH3:4])([CH3:3])[CH3:2].C(=O)([O-])[O-:31].[K+].[K+].OO. Product: [C:1]([O:5][C:6](=[O:29])[N:7]([CH2:13][C:14]1[CH:19]=[CH:18][C:17]([C:20]2[CH:25]=[CH:24][CH:23]=[C:22]([C:26](=[O:31])[NH2:27])[CH:21]=2)=[C:16]([F:28])[CH:15]=1)[CH2:8][CH2:9][CH:10]([CH3:12])[CH3:11])([CH3:3])([CH3:4])[CH3:2]. The catalyst class is: 58. (8) The catalyst class is: 32. Reactant: [NH2:1][C:2]1[CH:15]=[CH:14][C:5]2[C:6]([CH3:13])([CH3:12])[NH:7][C:8](=[O:11])[CH2:9][CH2:10][C:4]=2[CH:3]=1.Cl[C:17]1[N:22]=[C:21]([NH:23][C:24]2[C:33]([CH3:34])=[CH:32][CH:31]=[CH:30][C:25]=2[C:26]([NH:28][CH3:29])=[O:27])[C:20]([Cl:35])=[CH:19][N:18]=1.C12(CS(O)(=O)=O)C(C)(C)C(CC1)CC2=O. Product: [NH2:7][C:8](=[O:11])[CH2:9][CH2:10][C:4]1[CH:3]=[C:2]([NH:1][C:17]2[N:22]=[C:21]([NH:23][C:24]3[C:33]([CH3:34])=[CH:32][CH:31]=[CH:30][C:25]=3[C:26]([NH:28][CH3:29])=[O:27])[C:20]([Cl:35])=[CH:19][N:18]=2)[CH:15]=[CH:14][C:5]=1[C:6]([CH3:13])=[CH2:12]. (9) Reactant: [CH3:1][C:2]1[NH:6][N:5]=[C:4]([C:7]2[O:8][C:9]([C:12]3[CH:17]=[CH:16][CH:15]=[CH:14][CH:13]=3)=[N:10][N:11]=2)[N:3]=1.CN(C=O)C.[Na+].[I-].[Cl:25][C:26]1[CH:31]=[C:30]([CH2:32]Cl)[CH:29]=[CH:28][N:27]=1. Product: [Cl:25][C:26]1[CH:31]=[C:30]([CH2:32][N:6]2[C:2]([CH3:1])=[N:3][C:4]([C:7]3[O:8][C:9]([C:12]4[CH:13]=[CH:14][CH:15]=[CH:16][CH:17]=4)=[N:10][N:11]=3)=[N:5]2)[CH:29]=[CH:28][N:27]=1. The catalyst class is: 6. (10) Reactant: [F:1][C:2]1[CH:7]=[CH:6][C:5]([F:8])=[CH:4][C:3]=1[C:9]1[CH2:10][CH2:11][CH2:12][CH2:13][N:14]=1.[BH4-].[Na+]. Product: [F:1][C:2]1[CH:7]=[CH:6][C:5]([F:8])=[CH:4][C:3]=1[CH:9]1[CH2:10][CH2:11][CH2:12][CH2:13][NH:14]1. The catalyst class is: 24.